This data is from B-cell epitopes from PDB crystal structures with 447 antigens. The task is: Token-level Classification. Given an antigen amino acid sequence, predict which amino acid positions are active epitope sites capable of antibody binding. Output is a list of indices for active positions. Given the antigen sequence: LDIVIVLDGSNSIYPWESVIAFLNDLLKRGPKQTQVGIVQYGENVTHEFNLNKYSEEVLVAANKIVQRGGRQTMTALGIDTARKEAFTEARGARKVMVIVTDGESHDNYRLKQVIQDCEDENIQRFSIAILGHYSTEKFVEEIKSIASEPTEKHFFNVSDELALVTIVKALGERIF, which amino acid positions are active epitope sites? The epitope positions are: [9, 10, 11, 13, 42, 66, 67, 68, 69, 70, 71, 72, 103, 104, 105, 107, 108]. The amino acids at these positions are: SNSYEQRGGRQTESHNY.